This data is from Full USPTO retrosynthesis dataset with 1.9M reactions from patents (1976-2016). The task is: Predict the reactants needed to synthesize the given product. (1) Given the product [Br:1][C:2]1[CH:3]=[CH:4][C:5](=[O:8])[N:6]([CH2:10][CH2:11][OH:12])[CH:7]=1, predict the reactants needed to synthesize it. The reactants are: [Br:1][C:2]1[CH:3]=[CH:4][C:5](=[O:8])[NH:6][CH:7]=1.I[CH2:10][CH2:11][OH:12]. (2) Given the product [Si:23]([O:30][CH2:31][C:32]1[N:37]=[C:36]([CH2:38][O:39][C:12]2[C:21]3[C:16](=[CH:17][CH:18]=[CH:19][CH:20]=3)[C:15]([Cl:22])=[N:14][N:13]=2)[CH:35]=[CH:34][CH:33]=1)([C:26]([CH3:29])([CH3:28])[CH3:27])([CH3:25])[CH3:24], predict the reactants needed to synthesize it. The reactants are: C[Si]([N-][Si](C)(C)C)(C)C.[Na+].Cl[C:12]1[C:21]2[C:16](=[CH:17][CH:18]=[CH:19][CH:20]=2)[C:15]([Cl:22])=[N:14][N:13]=1.[Si:23]([O:30][CH2:31][C:32]1[N:37]=[C:36]([CH2:38][OH:39])[CH:35]=[CH:34][CH:33]=1)([C:26]([CH3:29])([CH3:28])[CH3:27])([CH3:25])[CH3:24].CN(C=O)C. (3) Given the product [Cl:1][C:2]1[C:3]([F:9])=[C:4]2[C:6]([CH:10]=[CH:11][C:12]([C:13]3[CH:18]=[CH:17][CH:16]=[CH:15][CH:14]=3)=[N:5]2)=[CH:7][CH:8]=1, predict the reactants needed to synthesize it. The reactants are: [Cl:1][C:2]1[C:3]([F:9])=[C:4]([CH:6]=[CH:7][CH:8]=1)[NH2:5].[CH:10](=O)/[CH:11]=[CH:12]/[C:13]1[CH:18]=[CH:17][CH:16]=[CH:15][CH:14]=1.Cl.[OH-].[Na+].